From a dataset of Reaction yield outcomes from USPTO patents with 853,638 reactions. Predict the reaction yield, written as a fraction of the theoretical maximum amount of product (1.0 means a 100% yield; for example, 0.34 means a 34% yield). (1) The catalyst is [Cl-].C([N+](CCCC)(CCCC)CCCC)CCC. The yield is 0.470. The product is [Cl:22][C:14]1[C:13]2=[CH:19][N:10]([C:3]3[C:2]([Cl:1])=[CH:7][C:6]([F:8])=[CH:5][C:4]=3[Cl:9])[N:11]=[C:12]2[CH:17]=[CH:16][N:15]=1. The reactants are [Cl:1][C:2]1[CH:7]=[C:6]([F:8])[CH:5]=[C:4]([Cl:9])[C:3]=1[N:10]1[CH:19]=[C:13]2[CH:14]=[N+:15]([O-])[CH:16]=[CH:17][C:12]2=[N:11]1.P(Cl)(Cl)([Cl:22])=O. (2) The reactants are CC(OI1(OC(C)=O)(OC(C)=O)OC(=O)C2C=CC=CC1=2)=O.[N:23]1[C:28]2[NH:29][C:30]3[CH:38]=[CH:37][N:36]=[CH:35][C:31]=3[CH2:32][CH:33]([OH:34])[C:27]=2[CH:26]=[CH:25][CH:24]=1.S(=O)(O)[O-].[Na+]. The catalyst is ClCCl.O.C(=O)(O)[O-].[Na+]. The product is [N:23]1[C:28]2[NH:29][C:30]3[CH:38]=[CH:37][N:36]=[CH:35][C:31]=3[CH2:32][C:33](=[O:34])[C:27]=2[CH:26]=[CH:25][CH:24]=1. The yield is 0.900. (3) The reactants are [Cl:1][C:2]1[CH:3]=[CH:4][CH:5]=[C:6]2[C:11]=1[C:10]([CH2:12][C:13]1[CH:14]=[C:15]([CH:19]=[CH:20][CH:21]=1)[C:16]([OH:18])=O)=[N:9][NH:8][C:7]2=[O:22].[CH2:23]([O:25][CH:26]1[CH2:31][CH2:30][NH:29][CH2:28][CH2:27]1)[CH3:24].C(N(C(C)C)C(C)C)C.CN(C(ON1N=NC2C=CC=CC1=2)=[N+](C)C)C.F[P-](F)(F)(F)(F)F. The catalyst is CN(C=O)C. The product is [Cl:1][C:2]1[CH:3]=[CH:4][CH:5]=[C:6]2[C:11]=1[C:10]([CH2:12][C:13]1[CH:21]=[CH:20][CH:19]=[C:15]([C:16]([N:29]3[CH2:30][CH2:31][CH:26]([O:25][CH2:23][CH3:24])[CH2:27][CH2:28]3)=[O:18])[CH:14]=1)=[N:9][NH:8][C:7]2=[O:22]. The yield is 0.410.